This data is from Full USPTO retrosynthesis dataset with 1.9M reactions from patents (1976-2016). The task is: Predict the reactants needed to synthesize the given product. Given the product [C:11]([O:10][C:9]([NH:8][C:5]1[C:4]([C:16]([OH:18])=[O:17])=[CH:3][C:2]([Cl:1])=[N:7][CH:6]=1)=[O:15])([CH3:12])([CH3:14])[CH3:13], predict the reactants needed to synthesize it. The reactants are: [Cl:1][C:2]1[N:7]=[CH:6][C:5]([NH:8][C:9](=[O:15])[O:10][C:11]([CH3:14])([CH3:13])[CH3:12])=[CH:4][CH:3]=1.[C:16](=[O:18])=[O:17].